The task is: Regression. Given a peptide amino acid sequence and an MHC pseudo amino acid sequence, predict their binding affinity value. This is MHC class I binding data.. This data is from Peptide-MHC class I binding affinity with 185,985 pairs from IEDB/IMGT. The peptide sequence is SIVFVDVII. The MHC is HLA-A32:01 with pseudo-sequence HLA-A32:01. The binding affinity (normalized) is 0.624.